This data is from Forward reaction prediction with 1.9M reactions from USPTO patents (1976-2016). The task is: Predict the product of the given reaction. (1) Given the reactants [NH2:1][C:2]1[CH:9]=[CH:8][C:5]([C:6]#[N:7])=[C:4]([CH3:10])[N:3]=1.[C:11](N1C=CC=CC1=O)(N1C=CC=CC1=O)=[S:12], predict the reaction product. The product is: [N:1]([C:2]1[CH:9]=[CH:8][C:5]([C:6]#[N:7])=[C:4]([CH3:10])[N:3]=1)=[C:11]=[S:12]. (2) Given the reactants C[O:2][C:3]([C:5]1[NH:6][C:7]2[C:12]([CH:13]=1)=[CH:11][CH:10]=[C:9]([C:14]#[N:15])[CH:8]=2)=[O:4].[OH-].[Na+], predict the reaction product. The product is: [C:14]([C:9]1[CH:8]=[C:7]2[C:12]([CH:13]=[C:5]([C:3]([OH:4])=[O:2])[NH:6]2)=[CH:11][CH:10]=1)#[N:15].